This data is from NCI-60 drug combinations with 297,098 pairs across 59 cell lines. The task is: Regression. Given two drug SMILES strings and cell line genomic features, predict the synergy score measuring deviation from expected non-interaction effect. (1) Drug 1: CS(=O)(=O)CCNCC1=CC=C(O1)C2=CC3=C(C=C2)N=CN=C3NC4=CC(=C(C=C4)OCC5=CC(=CC=C5)F)Cl. Drug 2: CNC(=O)C1=NC=CC(=C1)OC2=CC=C(C=C2)NC(=O)NC3=CC(=C(C=C3)Cl)C(F)(F)F. Cell line: SN12C. Synergy scores: CSS=-5.75, Synergy_ZIP=0.362, Synergy_Bliss=-4.51, Synergy_Loewe=-19.3, Synergy_HSA=-9.54. (2) Drug 1: CC1=C(C(CCC1)(C)C)C=CC(=CC=CC(=CC(=O)O)C)C. Drug 2: CN(C(=O)NC(C=O)C(C(C(CO)O)O)O)N=O. Cell line: NCI-H322M. Synergy scores: CSS=-0.812, Synergy_ZIP=0.523, Synergy_Bliss=-0.643, Synergy_Loewe=-1.75, Synergy_HSA=-2.92. (3) Drug 1: CC(CN1CC(=O)NC(=O)C1)N2CC(=O)NC(=O)C2. Drug 2: CC1CCC2CC(C(=CC=CC=CC(CC(C(=O)C(C(C(=CC(C(=O)CC(OC(=O)C3CCCCN3C(=O)C(=O)C1(O2)O)C(C)CC4CCC(C(C4)OC)OCCO)C)C)O)OC)C)C)C)OC. Cell line: DU-145. Synergy scores: CSS=21.1, Synergy_ZIP=-7.80, Synergy_Bliss=-3.18, Synergy_Loewe=-5.40, Synergy_HSA=0.0891. (4) Drug 1: C1C(C(OC1N2C=NC3=C(N=C(N=C32)Cl)N)CO)O. Drug 2: C(CN)CNCCSP(=O)(O)O. Cell line: SN12C. Synergy scores: CSS=56.9, Synergy_ZIP=4.11, Synergy_Bliss=3.10, Synergy_Loewe=-57.3, Synergy_HSA=3.54. (5) Drug 1: C1CCC(C1)C(CC#N)N2C=C(C=N2)C3=C4C=CNC4=NC=N3. Drug 2: C1=NC2=C(N=C(N=C2N1C3C(C(C(O3)CO)O)F)Cl)N. Cell line: UO-31. Synergy scores: CSS=37.0, Synergy_ZIP=-10.6, Synergy_Bliss=-1.10, Synergy_Loewe=0.173, Synergy_HSA=1.64. (6) Drug 2: C1C(C(OC1N2C=NC3=C2NC=NCC3O)CO)O. Synergy scores: CSS=37.7, Synergy_ZIP=-8.07, Synergy_Bliss=-6.39, Synergy_Loewe=-23.9, Synergy_HSA=-3.78. Drug 1: C1=NC2=C(N1)C(=S)N=C(N2)N. Cell line: KM12. (7) Drug 1: CCC1(CC2CC(C3=C(CCN(C2)C1)C4=CC=CC=C4N3)(C5=C(C=C6C(=C5)C78CCN9C7C(C=CC9)(C(C(C8N6C=O)(C(=O)OC)O)OC(=O)C)CC)OC)C(=O)OC)O.OS(=O)(=O)O. Drug 2: CC1C(C(CC(O1)OC2CC(CC3=C2C(=C4C(=C3O)C(=O)C5=C(C4=O)C(=CC=C5)OC)O)(C(=O)CO)O)N)O.Cl. Cell line: SF-295. Synergy scores: CSS=20.8, Synergy_ZIP=-0.541, Synergy_Bliss=0.380, Synergy_Loewe=-5.47, Synergy_HSA=-0.157. (8) Drug 1: CC1=CC2C(CCC3(C2CCC3(C(=O)C)OC(=O)C)C)C4(C1=CC(=O)CC4)C. Drug 2: CC(C1=C(C=CC(=C1Cl)F)Cl)OC2=C(N=CC(=C2)C3=CN(N=C3)C4CCNCC4)N. Cell line: SF-268. Synergy scores: CSS=-7.21, Synergy_ZIP=2.58, Synergy_Bliss=-3.75, Synergy_Loewe=-14.8, Synergy_HSA=-8.97. (9) Drug 1: C1=CC=C(C=C1)NC(=O)CCCCCCC(=O)NO. Drug 2: C(=O)(N)NO. Cell line: A549. Synergy scores: CSS=16.9, Synergy_ZIP=-8.16, Synergy_Bliss=-9.48, Synergy_Loewe=-60.1, Synergy_HSA=-7.90.